Dataset: Catalyst prediction with 721,799 reactions and 888 catalyst types from USPTO. Task: Predict which catalyst facilitates the given reaction. (1) Reactant: [SH2:1].[F:2][C:3](=[C:9]([F:11])[F:10])[CH2:4][CH2:5][S:6][C:7]#[N:8].C(N(CC)CC)C. Product: [C:7](=[S:1])([S:6][CH2:5][CH2:4][C:3]([F:2])=[C:9]([F:11])[F:10])[NH2:8]. The catalyst class is: 282. (2) Reactant: [F:1][C:2]1[CH:11]=[CH:10][CH:9]=[CH:8][C:3]=1[CH2:4][NH:5][CH2:6][CH3:7].[OH:12][C:13]1[CH:18]=[CH:17][C:16]([CH2:19][CH2:20][C:21](O)=[O:22])=[CH:15][CH:14]=1.F[B-](F)(F)F.N1(OC(N(C)C)=[N+](C)C)C2C=CC=CC=2N=N1.C(N(C(C)C)C(C)C)C. Product: [CH2:6]([N:5]([CH2:4][C:3]1[CH:8]=[CH:9][CH:10]=[CH:11][C:2]=1[F:1])[C:21](=[O:22])[CH2:20][CH2:19][C:16]1[CH:17]=[CH:18][C:13]([OH:12])=[CH:14][CH:15]=1)[CH3:7]. The catalyst class is: 31. (3) Reactant: [CH2:1]([NH:4][CH2:5][CH2:6][CH3:7])[CH2:2][CH3:3].[Br:8][C:9]1[N:14]=[C:13]([CH:15]=O)[CH:12]=[CH:11][CH:10]=1.C(O[BH-](OC(=O)C)OC(=O)C)(=O)C.[Na+]. Product: [Br:8][C:9]1[N:14]=[C:13]([CH2:15][N:4]([CH2:5][CH2:6][CH3:7])[CH2:1][CH2:2][CH3:3])[CH:12]=[CH:11][CH:10]=1. The catalyst class is: 478. (4) Reactant: [K+].[Br-].C([CH2:6][CH2:7][C:8]1[CH:16]=[CH:15][C:14](OC)=[CH:13][C:9]=1[C:10]([OH:12])=O)(O)=O.[Al+3].[Cl-].[Cl-].[Cl-].[Na+].[Cl-].Cl. Product: [C:10]1(=[O:12])[C:9]2[C:8](=[CH:16][CH:15]=[CH:14][CH:13]=2)[CH2:7][CH2:6]1. The catalyst class is: 16. (5) Reactant: [Cl:1][C:2]1[C:7]([C:8]([F:11])([F:10])[F:9])=[CH:6][CH:5]=[CH:4][C:3]=1[CH2:12][NH:13][C:14](=[O:27])[CH:15]([N:18](C)[C:19](=O)OC(C)(C)C)[CH2:16][OH:17].FC(F)(F)C(O)=O. Product: [Cl:1][C:2]1[C:7]([C:8]([F:11])([F:10])[F:9])=[CH:6][CH:5]=[CH:4][C:3]=1[CH2:12][NH:13][C:14](=[O:27])[C@H:15]([CH2:16][OH:17])[NH:18][CH3:19]. The catalyst class is: 4. (6) Reactant: [CH2:1]([O:8][C:9]1[CH:14]=[CH:13][C:12](Br)=[CH:11][C:10]=1[F:16])[C:2]1[CH:7]=[CH:6][CH:5]=[CH:4][CH:3]=1.[C:17]([O:21][CH3:22])(=[O:20])[CH:18]=[CH2:19].F[B-](F)(F)F.C(P(C(C)(C)C)C(C)(C)C)(C)(C)C. Product: [CH3:22][O:21][C:17](=[O:20])/[CH:18]=[CH:19]/[C:12]1[CH:13]=[CH:14][C:9]([O:8][CH2:1][C:2]2[CH:7]=[CH:6][CH:5]=[CH:4][CH:3]=2)=[C:10]([F:16])[CH:11]=1. The catalyst class is: 102. (7) Reactant: Cl.[C:2]([C:6]1[CH:7]=[C:8]([CH:18]=[CH:19][CH:20]=1)[O:9][CH2:10][CH2:11][CH:12]1[O:17]CCCO1)([CH3:5])([CH3:4])[CH3:3]. Product: [C:2]([C:6]1[CH:7]=[C:8]2[C:18]([CH:12]([OH:17])[CH2:11][CH2:10][O:9]2)=[CH:19][CH:20]=1)([CH3:3])([CH3:4])[CH3:5]. The catalyst class is: 1.